This data is from Catalyst prediction with 721,799 reactions and 888 catalyst types from USPTO. The task is: Predict which catalyst facilitates the given reaction. (1) Reactant: [C:1]([C:4]1[S:8][C:7]([C:9]([OH:11])=O)=[CH:6][CH:5]=1)(=[O:3])[CH3:2].C1C=CC2N(O)N=NC=2C=1.CCN=C=NCCCN(C)C.Cl.[CH3:34][N:35]([CH3:39])[CH2:36][CH2:37][NH2:38]. Product: [C:1]([C:4]1[S:8][C:7]([C:9]([NH:38][CH2:37][CH2:36][N:35]([CH3:39])[CH3:34])=[O:11])=[CH:6][CH:5]=1)(=[O:3])[CH3:2]. The catalyst class is: 3. (2) Reactant: [CH3:1][C:2]([C:6]1[CH:10]=[CH:9][S:8][CH:7]=1)([CH3:5])[C:3]#[N:4].[Li]. Product: [CH3:1][C:2]([C:6]1[CH:10]=[CH:9][S:8][CH:7]=1)([CH3:5])[CH2:3][NH2:4]. The catalyst class is: 28. (3) Reactant: C([O:3][C:4]([C:6]1([NH:15][C:16]([C:18]2[C:27]3[CH2:26][CH2:25][CH2:24][CH2:23][C:22]=3[CH:21]=[CH:20][CH:19]=2)=[O:17])[CH2:14][C:13]2[C:8](=[CH:9][CH:10]=[CH:11][CH:12]=2)[CH2:7]1)=[O:5])C.[OH-].[K+].O. Product: [C:18]1([C:16]([NH:15][C:6]2([C:4]([OH:5])=[O:3])[CH2:14][C:13]3[C:8](=[CH:9][CH:10]=[CH:11][CH:12]=3)[CH2:7]2)=[O:17])[C:27]2[CH2:26][CH2:25][CH2:24][CH2:23][C:22]=2[CH:21]=[CH:20][CH:19]=1. The catalyst class is: 14.